Task: Predict the reaction yield, written as a fraction of the theoretical maximum amount of product (1.0 means a 100% yield; for example, 0.34 means a 34% yield).. Dataset: Reaction yield outcomes from USPTO patents with 853,638 reactions The reactants are [Cl:1][C:2]1[C:10]2[N:9]=[C:8]3[N:11]([C:15]4[CH:20]=[CH:19][C:18]([Cl:21])=[CH:17][C:16]=4[Cl:22])[CH2:12][CH2:13][CH2:14][N:7]3[C:6]=2[C:5]([CH:23]([CH2:27][CH3:28])[CH2:24][CH2:25][OH:26])=[CH:4][CH:3]=1.[H-].[Na+].I[CH3:32].O. The catalyst is CN(C)C=O. The product is [Cl:1][C:2]1[C:10]2[N:9]=[C:8]3[N:11]([C:15]4[CH:20]=[CH:19][C:18]([Cl:21])=[CH:17][C:16]=4[Cl:22])[CH2:12][CH2:13][CH2:14][N:7]3[C:6]=2[C:5]([CH:23]([CH2:27][CH3:28])[CH2:24][CH2:25][O:26][CH3:32])=[CH:4][CH:3]=1. The yield is 0.530.